From a dataset of Forward reaction prediction with 1.9M reactions from USPTO patents (1976-2016). Predict the product of the given reaction. (1) Given the reactants [F:1][C:2]([F:19])([F:18])[C:3]1[CH:17]=[CH:16][CH:15]=[CH:14][C:4]=1[CH2:5][C:6]1[O:10][N:9]=[C:8]([C:11]([OH:13])=O)[CH:7]=1.Cl.[O:21]1[CH2:25][CH2:24][CH:23]([CH2:26][NH2:27])[CH2:22]1.C(N(CC)CC)C.ON1C2C=CC=CC=2N=N1.Cl.C(N=C=NCCCN(C)C)C, predict the reaction product. The product is: [O:21]1[CH2:25][CH2:24][CH:23]([CH2:26][NH:27][C:11]([C:8]2[CH:7]=[C:6]([CH2:5][C:4]3[CH:14]=[CH:15][CH:16]=[CH:17][C:3]=3[C:2]([F:1])([F:19])[F:18])[O:10][N:9]=2)=[O:13])[CH2:22]1. (2) Given the reactants [C:1]([C:5]1[CH:9]=[C:8]([NH2:10])[N:7]([C:11]2[CH:16]=[CH:15][N:14]=[CH:13][CH:12]=2)[N:6]=1)([CH3:4])([CH3:3])[CH3:2].C(=O)([O-])[O-].[K+].[K+].Cl[C:24]([O:26][C:27]1[CH:32]=[CH:31][CH:30]=[CH:29][CH:28]=1)=[O:25], predict the reaction product. The product is: [C:1]([C:5]1[CH:9]=[C:8]([NH:10][C:24](=[O:25])[O:26][C:27]2[CH:32]=[CH:31][CH:30]=[CH:29][CH:28]=2)[N:7]([C:11]2[CH:12]=[CH:13][N:14]=[CH:15][CH:16]=2)[N:6]=1)([CH3:4])([CH3:2])[CH3:3].